Dataset: CYP2C19 inhibition data for predicting drug metabolism from PubChem BioAssay. Task: Regression/Classification. Given a drug SMILES string, predict its absorption, distribution, metabolism, or excretion properties. Task type varies by dataset: regression for continuous measurements (e.g., permeability, clearance, half-life) or binary classification for categorical outcomes (e.g., BBB penetration, CYP inhibition). Dataset: cyp2c19_veith. (1) The drug is CCCS(=O)(=O)N1CCC(C(=O)NCCCOC)CC1. The result is 0 (non-inhibitor). (2) The molecule is O=C(c1ccccc1)c1c[nH]c(C(=O)NCCCn2ccnc2)c1. The result is 1 (inhibitor). (3) The molecule is NCCNCC1CCNCC1. The result is 0 (non-inhibitor).